Dataset: Full USPTO retrosynthesis dataset with 1.9M reactions from patents (1976-2016). Task: Predict the reactants needed to synthesize the given product. (1) Given the product [Br:39][C:28]1[CH:27]=[C:26]([N+:23]([O-:25])=[O:24])[C:35]2[C:30](=[CH:31][CH:32]=[CH:33][CH:34]=2)[N:29]=1, predict the reactants needed to synthesize it. The reactants are: CC1C=[N+]([O-])C=CC=1[N+]([O-])=O.[N+]1([O-])C2C(=CC=CC=2)C=CC=1.[N+:23]([C:26]1[C:35]2[C:30](=[CH:31][CH:32]=[CH:33][CH:34]=2)[N+:29]([O-])=[CH:28][CH:27]=1)([O-:25])=[O:24].P(Br)(Br)([Br:39])=O. (2) Given the product [CH:1]1([NH:7][CH2:2][CH2:1][NH:7][CH:10]2[CH2:9][CH2:6][CH2:5][CH2:4][CH2:3]2)[CH2:6][CH2:5][CH2:4][CH2:3][CH2:2]1, predict the reactants needed to synthesize it. The reactants are: [CH:1]1([NH2:7])[CH2:6][CH2:5][CH2:4][CH2:3][CH2:2]1.Br[CH2:9][CH2:10]Br. (3) The reactants are: [C:1]([C:4]1[S:8][C:7]([C:9]2[CH:10]=[C:11]([Cl:31])[C:12]3[O:16][CH:15]([CH2:17][NH:18][C:19](=[O:29])/[CH:20]=[CH:21]/[C:22]4[CH:23]=[N:24][C:25]([NH2:28])=[CH:26][CH:27]=4)[CH2:14][C:13]=3[CH:30]=2)=[CH:6][CH:5]=1)(=[O:3])[CH3:2].[C:32](Cl)(=[O:34])[CH3:33].C(N(CC)CC)C.O. Given the product [C:32]([NH:28][C:25]1[N:24]=[CH:23][C:22](/[CH:21]=[CH:20]/[C:19]([NH:18][CH2:17][CH:15]2[CH2:14][C:13]3[CH:30]=[C:9]([C:7]4[S:8][C:4]([C:1](=[O:3])[CH3:2])=[CH:5][CH:6]=4)[CH:10]=[C:11]([Cl:31])[C:12]=3[O:16]2)=[O:29])=[CH:27][CH:26]=1)(=[O:34])[CH3:33], predict the reactants needed to synthesize it. (4) Given the product [Br:9][C:10]1[CH:15]=[CH:14][N:13]=[C:12]2[N:16]([S:19]([C:22]3[CH:27]=[CH:26][CH:25]=[CH:24][CH:23]=3)(=[O:21])=[O:20])[C:17]([CH3:1])=[CH:18][C:11]=12, predict the reactants needed to synthesize it. The reactants are: [CH:1]([N-]C(C)C)(C)C.[Li+].[Br:9][C:10]1[CH:15]=[CH:14][N:13]=[C:12]2[N:16]([S:19]([C:22]3[CH:27]=[CH:26][CH:25]=[CH:24][CH:23]=3)(=[O:21])=[O:20])[CH:17]=[CH:18][C:11]=12.CI.